Predict the reactants needed to synthesize the given product. From a dataset of Full USPTO retrosynthesis dataset with 1.9M reactions from patents (1976-2016). (1) Given the product [CH3:30][S:31]([NH:27][C:24]1[CH:23]=[CH:22][C:21]([CH2:20][N:7]2[C:8]3[C:13](=[CH:12][CH:11]=[CH:10][CH:9]=3)[C:14]([C:15]3[S:16][CH:17]=[CH:18][CH:19]=3)=[C:6]2[C:4]([OH:3])=[O:5])=[CH:26][CH:25]=1)(=[O:33])=[O:32], predict the reactants needed to synthesize it. The reactants are: C([O:3][C:4]([C:6]1[N:7]([CH2:20][C:21]2[CH:26]=[CH:25][C:24]([N+:27]([O-])=O)=[CH:23][CH:22]=2)[C:8]2[C:13]([C:14]=1[C:15]1[S:16][CH:17]=[CH:18][CH:19]=1)=[CH:12][CH:11]=[CH:10][CH:9]=2)=[O:5])C.[CH3:30][S:31](Cl)(=[O:33])=[O:32]. (2) Given the product [C:35]([O:34][C:32]([NH:7][CH:8]([CH2:9][CH2:10][CH2:11][CH3:12])[C@H:13]([OH:14])[C:19]([OH:20])=[O:22])=[O:33])([CH3:36])([CH3:37])[CH3:38], predict the reactants needed to synthesize it. The reactants are: C(OC(=O)[NH:7][C@H:8]([CH:13](C#N)[OH:14])[CH2:9][CH2:10][CH2:11][CH3:12])(C)(C)C.Cl.[C:19](=[O:22])(O)[O-:20].[Na+].[C:32](O[C:32]([O:34][C:35]([CH3:38])([CH3:37])[CH3:36])=[O:33])([O:34][C:35]([CH3:38])([CH3:37])[CH3:36])=[O:33]. (3) Given the product [CH3:6][C:7]1[CH:8]=[N:9][C:10]([CH2:16][S+:17]([O-:29])[C:18]2[NH:19][C:20]3[CH:21]=[CH:22][C:23]([O:27][CH3:28])=[CH:24][C:25]=3[N:26]=2)=[C:11]([CH3:15])[C:12]=1[O:13][CH3:14], predict the reactants needed to synthesize it. The reactants are: O1CCCC1.[CH3:6][C:7]1[CH:8]=[N:9][C:10]([CH2:16][S+:17]([O-:29])[C:18]2[N-:19][C:20]3[CH:21]=[CH:22][C:23]([O:27][CH3:28])=[CH:24][C:25]=3[N:26]=2)=[C:11]([CH3:15])[C:12]=1[O:13][CH3:14].[K+].C(O)(=O)C. (4) Given the product [Cl:1][C:2]1[CH:7]=[C:6]([C:28]2[CH:33]=[CH:32][C:31]([Cl:34])=[CH:30][CH:29]=2)[CH:5]=[C:4]([O:17][CH3:18])[C:3]=1[C:19]1[C:20](=[O:26])[CH2:21][CH2:22][C:23]=1[O:24][CH3:25], predict the reactants needed to synthesize it. The reactants are: [Cl:1][C:2]1[CH:7]=[C:6](B2OC(C)(C)C(C)(C)O2)[CH:5]=[C:4]([O:17][CH3:18])[C:3]=1[C:19]1[C:20](=[O:26])[CH2:21][CH2:22][C:23]=1[O:24][CH3:25].Br[C:28]1[CH:33]=[CH:32][C:31]([Cl:34])=[CH:30][CH:29]=1.P([O-])([O-])([O-])=O.[K+].[K+].[K+]. (5) Given the product [O:17]1[C:21]2[CH:22]=[CH:23][C:24]([O:26][C:27]3[CH:32]=[CH:31][C:30]([NH:33][C:2]4[C:11]5[C:6](=[CH:7][CH:8]=[C:9]([O:12][CH2:13][CH2:14][O:15][CH3:16])[CH:10]=5)[N:5]=[CH:4][N:3]=4)=[CH:29][C:28]=3[CH3:34])=[CH:25][C:20]=2[N:19]=[CH:18]1, predict the reactants needed to synthesize it. The reactants are: Cl[C:2]1[C:11]2[C:6](=[CH:7][CH:8]=[C:9]([O:12][CH2:13][CH2:14][O:15][CH3:16])[CH:10]=2)[N:5]=[CH:4][N:3]=1.[O:17]1[C:21]2[CH:22]=[CH:23][C:24]([O:26][C:27]3[CH:32]=[CH:31][C:30]([NH2:33])=[CH:29][C:28]=3[CH3:34])=[CH:25][C:20]=2[N:19]=[CH:18]1.